This data is from Peptide-MHC class II binding affinity with 134,281 pairs from IEDB. The task is: Regression. Given a peptide amino acid sequence and an MHC pseudo amino acid sequence, predict their binding affinity value. This is MHC class II binding data. (1) The peptide sequence is DVKFPGGGQIVGGVY. The MHC is DRB4_0101 with pseudo-sequence DRB4_0103. The binding affinity (normalized) is 0.206. (2) The peptide sequence is SKFMQEINIEEQEYQ. The MHC is DRB3_0101 with pseudo-sequence DRB3_0101. The binding affinity (normalized) is 0. (3) The peptide sequence is PSGFNTLKPIFKLPL. The MHC is DRB1_0101 with pseudo-sequence DRB1_0101. The binding affinity (normalized) is 0.779. (4) The peptide sequence is AYKTAEGATPEAKYD. The MHC is DRB1_1201 with pseudo-sequence DRB1_1201. The binding affinity (normalized) is 0.